From a dataset of Forward reaction prediction with 1.9M reactions from USPTO patents (1976-2016). Predict the product of the given reaction. (1) Given the reactants Br[C:2]1[CH:7]=[CH:6][CH:5]=[CH:4][N:3]=1.C([Li])CCC.[CH:13](=[O:17])[CH2:14][CH2:15][CH3:16].[NH4+].[Cl-], predict the reaction product. The product is: [N:3]1[CH:4]=[CH:5][CH:6]=[CH:7][C:2]=1[CH:13]([OH:17])[CH2:14][CH2:15][CH3:16]. (2) Given the reactants [Cl-].[CH2:2]([N+]1C=CN(C)C=1)C.[Sn](Cl)(Cl)(Cl)Cl.O.O.O.O.O.[OH-].[Na+].Cl.[C:23]([O-:28])(=[O:27])[CH:24]([CH3:26])[OH:25].[Na+].[C:30]([OH:35])(=[O:34])[CH:31]([CH3:33])[OH:32], predict the reaction product. The product is: [C:23]([OH:28])(=[O:27])[CH:24]([CH3:26])[OH:25].[C:30]([O:35][CH3:2])(=[O:34])[CH:31]([CH3:33])[OH:32]. (3) The product is: [ClH:1].[CH2:37]([N:30]1[CH2:31][CH2:32][N:28]([C:24]2[CH:25]=[CH:26][CH:27]=[C:22]([CH2:21][CH2:20][N:17]3[CH2:18][CH2:19][N:14]([C:10]4[CH:9]=[CH:8][CH:7]=[C:6]5[C:11]=4[CH:12]=[CH:13][C:4]([CH3:3])=[N:5]5)[CH2:15][CH2:16]3)[CH:23]=2)[C:29]1=[O:33])[CH3:38]. Given the reactants [ClH:1].Cl.[CH3:3][C:4]1[CH:13]=[CH:12][C:11]2[C:6](=[CH:7][CH:8]=[CH:9][C:10]=2[N:14]2[CH2:19][CH2:18][N:17]([CH2:20][CH2:21][C:22]3[CH:23]=[C:24]([N:28]4[CH2:32][CH2:31][NH:30][C:29]4=[O:33])[CH:25]=[CH:26][CH:27]=3)[CH2:16][CH2:15]2)[N:5]=1.[H-].[Na+].I[CH2:37][CH3:38], predict the reaction product. (4) Given the reactants [C:1](/[N:4]=[CH:5]/[N:6]([CH3:8])[CH3:7])(=[S:3])[NH2:2].[C:9](Cl)([C:22]1[CH:27]=[CH:26][CH:25]=[CH:24][CH:23]=1)([C:16]1[CH:21]=[CH:20][CH:19]=[CH:18][CH:17]=1)[C:10]1[CH:15]=[CH:14][CH:13]=[CH:12][CH:11]=1, predict the reaction product. The product is: [CH3:7][N:6]([CH3:8])/[CH:5]=[N:4]/[C:1](=[S:3])[NH:2][C:9]([C:10]1[CH:15]=[CH:14][CH:13]=[CH:12][CH:11]=1)([C:22]1[CH:23]=[CH:24][CH:25]=[CH:26][CH:27]=1)[C:16]1[CH:17]=[CH:18][CH:19]=[CH:20][CH:21]=1. (5) Given the reactants Cl[C:2]1[N:7]=[CH:6][N:5]=[C:4]([NH:8][C:9]2[CH:14]=[CH:13][CH:12]=[C:11]([CH2:15][S:16]([CH3:19])(=[O:18])=[O:17])[CH:10]=2)[N:3]=1.[O:20]1[C:29]2[C:24](=[CH:25][CH:26]=[CH:27][C:28]=2B(O)O)[CH2:23][CH2:22][CH2:21]1, predict the reaction product. The product is: [O:20]1[C:29]2[C:24](=[CH:25][CH:26]=[CH:27][C:28]=2[C:2]2[N:7]=[CH:6][N:5]=[C:4]([NH:8][C:9]3[CH:14]=[CH:13][CH:12]=[C:11]([CH2:15][S:16]([CH3:19])(=[O:18])=[O:17])[CH:10]=3)[N:3]=2)[CH2:23][CH2:22][CH2:21]1. (6) Given the reactants [OH:1][C:2]1[CH:6]=[C:5]([CH2:7][CH2:8][C:9]([OH:11])=O)[O:4][N:3]=1.CCN(C(C)C)C(C)C.[C:21]([N:28]1[CH2:33][CH2:32][CH:31]([CH2:34][NH2:35])[CH2:30][CH2:29]1)([O:23][C:24]([CH3:27])([CH3:26])[CH3:25])=[O:22], predict the reaction product. The product is: [OH:1][C:2]1[CH:6]=[C:5]([CH2:7][CH2:8][C:9]([NH:35][CH2:34][CH:31]2[CH2:32][CH2:33][N:28]([C:21]([O:23][C:24]([CH3:27])([CH3:26])[CH3:25])=[O:22])[CH2:29][CH2:30]2)=[O:11])[O:4][N:3]=1.